From a dataset of Reaction yield outcomes from USPTO patents with 853,638 reactions. Predict the reaction yield, written as a fraction of the theoretical maximum amount of product (1.0 means a 100% yield; for example, 0.34 means a 34% yield). The reactants are [NH2:1][C:2]1[C:3]([C:9]([O:11][CH3:12])=[O:10])=[N:4][C:5](Br)=[CH:6][CH:7]=1.[Br-].[S:14]1[CH:18]=[CH:17][N:16]=[C:15]1[Zn+].C1COCC1. The catalyst is C1C=CC(P(C2C=CC=CC=2)[C-]2C=CC=C2)=CC=1.C1C=CC(P(C2C=CC=CC=2)[C-]2C=CC=C2)=CC=1.Cl[Pd]Cl.[Fe+2].C(Cl)Cl. The product is [NH2:1][C:2]1[C:3]([C:9]([O:11][CH3:12])=[O:10])=[N:4][C:5]([C:15]2[S:14][CH:18]=[CH:17][N:16]=2)=[CH:6][CH:7]=1. The yield is 0.510.